From a dataset of Full USPTO retrosynthesis dataset with 1.9M reactions from patents (1976-2016). Predict the reactants needed to synthesize the given product. (1) Given the product [F:29][C:2]([F:1])([F:28])[C:3]1[CH:4]=[CH:5][C:6]([O:9][C:10]2[CH:15]=[CH:14][C:13]([O:16][C:17]([N:19]3[CH2:20][CH2:21][CH:22]([S:25][C:26]4[NH:32][N:31]=[N:30][N:27]=4)[CH2:23][CH2:24]3)=[O:18])=[CH:12][CH:11]=2)=[N:7][CH:8]=1, predict the reactants needed to synthesize it. The reactants are: [F:1][C:2]([F:29])([F:28])[C:3]1[CH:4]=[CH:5][C:6]([O:9][C:10]2[CH:15]=[CH:14][C:13]([O:16][C:17]([N:19]3[CH2:24][CH2:23][CH:22]([S:25][C:26]#[N:27])[CH2:21][CH2:20]3)=[O:18])=[CH:12][CH:11]=2)=[N:7][CH:8]=1.[N-:30]=[N+:31]=[N-:32].[Na+]. (2) Given the product [C:32]([OH:35])([C:17]([F:31])([F:30])[F:16])=[O:33].[CH3:8][C:7]1[C:2]([C:20]2[CH:19]=[C:18]([C:17]([F:31])([F:30])[F:16])[CH:26]=[C:25]3[C:21]=2[CH:22]=[N:23][NH:24]3)=[CH:3][CH:4]=[C:5]([N:9]2[CH2:14][CH2:13][NH:12][C@H:11]([CH3:15])[CH2:10]2)[N:6]=1, predict the reactants needed to synthesize it. The reactants are: Br[C:2]1[CH:3]=[CH:4][C:5]([N:9]2[CH2:14][CH2:13][NH:12][C@H:11]([CH3:15])[CH2:10]2)=[N:6][C:7]=1[CH3:8].[F:16][C:17]([F:31])([F:30])[C:18]1[CH:26]=[C:25]2[C:21]([CH:22]=[N:23][NH:24]2)=[C:20](B(O)O)[CH:19]=1.[C:32]([O-:35])(O)=[O:33].[Na+]. (3) Given the product [CH3:25][O:24][C:21]1[CH:22]=[CH:23][C:18]([C:17]2[C:2]3[S:1][CH:5]=[CH:4][C:3]=3[C:6](=[O:8])[NH:34][N:33]=2)=[CH:19][CH:20]=1, predict the reactants needed to synthesize it. The reactants are: [S:1]1[CH:5]=[CH:4][C:3]([C:6]([OH:8])=O)=[CH:2]1.[Li+].CC([N-]C(C)C)C.[CH:17](=O)[C:18]1[CH:23]=[CH:22][C:21]([O:24][CH3:25])=[CH:20][CH:19]=1.[O-][Mn](=O)(=O)=O.[K+].[NH2:33][NH2:34].O. (4) Given the product [Cl:12][C:13]1[CH:20]=[CH:19][CH:18]=[CH:17][C:14]=1[CH2:15][O:11][C:3]1[CH:4]=[CH:5][C:6]([N+:8]([O-:10])=[O:9])=[CH:7][C:2]=1[Cl:1], predict the reactants needed to synthesize it. The reactants are: [Cl:1][C:2]1[CH:7]=[C:6]([N+:8]([O-:10])=[O:9])[CH:5]=[CH:4][C:3]=1[OH:11].[Cl:12][C:13]1[CH:20]=[CH:19][CH:18]=[CH:17][C:14]=1[CH2:15]Cl.C(=O)([O-])[O-].[K+].[K+].CN(C=O)C. (5) Given the product [Cl:1][C:2]1[CH:3]=[C:4]2[C:8](=[CH:9][CH:10]=1)[NH:7][CH:6]=[C:5]2[CH2:11][N:12]1[C:20]([C:21]2[N:25]([CH3:26])[CH:24]=[C:23]([C:27]([NH:46][CH2:45][C:40]3[CH:39]=[CH:38][N:37]=[CH:42][CH:41]=3)=[O:29])[CH:22]=2)=[C:19]2[C:14]([N:15]([CH2:33][CH:34]([CH3:35])[CH3:36])[C:16](=[O:32])[N:17]([CH3:31])[C:18]2=[O:30])=[N:13]1, predict the reactants needed to synthesize it. The reactants are: [Cl:1][C:2]1[CH:3]=[C:4]2[C:8](=[CH:9][CH:10]=1)[NH:7][CH:6]=[C:5]2[CH2:11][N:12]1[C:20]([C:21]2[N:25]([CH3:26])[CH:24]=[C:23]([C:27]([OH:29])=O)[CH:22]=2)=[C:19]2[C:14]([N:15]([CH2:33][CH:34]([CH3:36])[CH3:35])[C:16](=[O:32])[N:17]([CH3:31])[C:18]2=[O:30])=[N:13]1.[N:37]1[CH:42]=[CH:41][C:40](NC)=[CH:39][CH:38]=1.[C:45](P(=O)(OCC)OCC)#[N:46]. (6) Given the product [C:1]([O:5][C:6]([N:8]1[C:12]2=[CH:13][N:14]=[CH:15][C:16]([C:23]3[CH:22]=[C:21]([C:20]([O:19][CH3:18])=[O:38])[CH:26]=[CH:25][C:24]=3[C:27]#[N:28])=[C:11]2[CH:10]=[CH:9]1)=[O:7])([CH3:4])([CH3:3])[CH3:2], predict the reactants needed to synthesize it. The reactants are: [C:1]([O:5][C:6]([N:8]1[C:12]2=[CH:13][N:14]=[CH:15][C:16](Br)=[C:11]2[CH:10]=[CH:9]1)=[O:7])([CH3:4])([CH3:3])[CH3:2].[CH3:18][O:19][C:20](=[O:38])[C:21]1[CH:26]=[CH:25][C:24]([C:27]#[N:28])=[C:23](B2OC(C)(C)C(C)(C)O2)[CH:22]=1. (7) Given the product [CH3:19][O:20][N:21]([CH3:22])[C:16]([C:14]1[S:15][C:11]([C:5]2[CH:4]=[C:3]([CH2:1][CH3:2])[C:8](=[O:9])[NH:7][C:6]=2[CH3:10])=[CH:12][CH:13]=1)=[O:18], predict the reactants needed to synthesize it. The reactants are: [CH2:1]([C:3]1[C:8](=[O:9])[NH:7][C:6]([CH3:10])=[C:5]([C:11]2[S:15][C:14]([C:16]([OH:18])=O)=[CH:13][CH:12]=2)[CH:4]=1)[CH3:2].[CH3:19][O:20][NH:21][CH3:22].